From a dataset of Forward reaction prediction with 1.9M reactions from USPTO patents (1976-2016). Predict the product of the given reaction. (1) Given the reactants [Br:1][C:2]1[CH:7]=[CH:6][C:5]([N:8]2[C:16]([C:17](=[O:20])[NH:18][CH3:19])=[C:15]3[C:10]([CH:11]=[C:12]([N:24]([S:36]([CH3:39])(=[O:38])=[O:37])[CH2:25][CH2:26][CH2:27][NH:28][C:29](=[O:35])[CH2:30][CH2:31][C:32](O)=[O:33])[C:13]([CH:21]4[CH2:23][CH2:22]4)=[CH:14]3)=[N:9]2)=[CH:4][CH:3]=1.C(=O)([O-])[O-].[K+].[K+].CI, predict the reaction product. The product is: [Br:1][C:2]1[CH:3]=[CH:4][C:5]([N:8]2[C:16]([C:17]([NH:18][CH3:19])=[O:20])=[C:15]3[C:10]([CH:11]=[C:12]([N:24]([CH2:25][CH2:26][CH2:27][N:28]4[C:32](=[O:33])[CH2:31][CH2:30][C:29]4=[O:35])[S:36]([CH3:39])(=[O:37])=[O:38])[C:13]([CH:21]4[CH2:23][CH2:22]4)=[CH:14]3)=[N:9]2)=[CH:6][CH:7]=1. (2) Given the reactants [CH3:1][N:2]1[C:7]2[CH:8]=[C:9]3[C:14]4([C:22]5[C:17](=[CH:18][CH:19]=[CH:20][CH:21]=5)[NH:16][C:15]4=[O:23])[CH2:13][O:12][C:10]3=[CH:11][C:6]=2[O:5][CH2:4][C:3]1=[O:24].CC1C=CC(S(O[CH2:36][C@H:37]2[CH2:41][CH2:40][CH2:39][O:38]2)(=O)=O)=CC=1.BrCC1CCCCO1, predict the reaction product. The product is: [CH3:1][N:2]1[C:7]2[CH:8]=[C:9]3[C:14]4([C:22]5[C:17](=[CH:18][CH:19]=[CH:20][CH:21]=5)[N:16]([CH2:36][C@H:37]5[CH2:41][CH2:40][CH2:39][O:38]5)[C:15]4=[O:23])[CH2:13][O:12][C:10]3=[CH:11][C:6]=2[O:5][CH2:4][C:3]1=[O:24]. (3) Given the reactants [NH:1]1[C:9]2[C:4](=[CH:5][C:6]([C:10]([NH2:12])=[O:11])=[CH:7][CH:8]=2)[CH:3]=[CH:2]1.[Cl:13][C:14]1[CH:15]=[C:16]([CH:18]=[CH:19][C:20]=1[Cl:21])N, predict the reaction product. The product is: [Cl:13][C:14]1[CH:15]=[C:16]([NH:12][C:10]([C:6]2[CH:5]=[C:4]3[C:9](=[CH:8][CH:7]=2)[NH:1][CH:2]=[CH:3]3)=[O:11])[CH:18]=[CH:19][C:20]=1[Cl:21]. (4) Given the reactants [F:1][C:2]1[CH:7]=[CH:6][CH:5]=[CH:4][C:3]=1[C:8]1[C:9](=O)[NH:10][C:11]2[C:16]([CH:17]=1)=[C:15]([C:18]1[CH:19]=[N:20][N:21]([CH2:23][O:24][CH2:25][CH2:26][Si:27]([CH3:30])([CH3:29])[CH3:28])[CH:22]=1)[N:14]=[CH:13][CH:12]=2.O=P(Cl)(Cl)[Cl:34], predict the reaction product. The product is: [Cl:34][C:9]1[C:8]([C:3]2[CH:4]=[CH:5][CH:6]=[CH:7][C:2]=2[F:1])=[CH:17][C:16]2[C:11](=[CH:12][CH:13]=[N:14][C:15]=2[C:18]2[CH:19]=[N:20][N:21]([CH2:23][O:24][CH2:25][CH2:26][Si:27]([CH3:30])([CH3:29])[CH3:28])[CH:22]=2)[N:10]=1. (5) The product is: [N+:15]([C:18]1[CH:19]=[CH:20][C:21]([S:24]([O:6][CH2:5][CH:3]2[CH2:4][C:2]2([F:7])[F:1])(=[O:26])=[O:25])=[CH:22][CH:23]=1)([O-:17])=[O:16]. Given the reactants [F:1][C:2]1([F:7])[CH2:4][CH:3]1[CH2:5][OH:6].C(N(CC)CC)C.[N+:15]([C:18]1[CH:23]=[CH:22][C:21]([S:24](Cl)(=[O:26])=[O:25])=[CH:20][CH:19]=1)([O-:17])=[O:16].C(=O)([O-])O.[Na+], predict the reaction product.